Dataset: Forward reaction prediction with 1.9M reactions from USPTO patents (1976-2016). Task: Predict the product of the given reaction. (1) The product is: [ClH:1].[NH:9]1[CH2:12][CH:11]([C:13]2[C:18]([CH:19]3[CH2:24][CH2:23][O:22][CH2:21][CH2:20]3)=[N:17][CH:16]=[CH:15][N:14]=2)[CH2:10]1. Given the reactants [ClH:1].C(OC([N:9]1[CH2:12][CH:11]([C:13]2[C:18]([CH:19]3[CH2:24][CH2:23][O:22][CH2:21][CH2:20]3)=[N:17][CH:16]=[CH:15][N:14]=2)[CH2:10]1)=O)(C)(C)C, predict the reaction product. (2) The product is: [CH:13]1([NH:12][CH2:11][CH2:10][C@@H:9]([NH:5][C:6](=[O:8])[O:7][C:18]([CH3:20])([CH3:19])[CH3:17])[CH3:16])[CH2:14][CH2:15]1. Given the reactants CC([N:5]([C@@H:9]([CH3:16])[CH2:10][CH2:11][NH:12][CH:13]1[CH2:15][CH2:14]1)[C:6](=[O:8])[O-:7])(C)C.[CH3:17][C:18](N([C@@H](C)CC=O)C(=O)[O-])([CH3:20])[CH3:19].C1(N)CC1.C(O)(=O)C.C(O[BH-](OC(=O)C)OC(=O)C)(=O)C.[Na+], predict the reaction product. (3) Given the reactants N(C(OCC)=O)=NC(OCC)=O.[CH2:13]([O:20][C:21]1[CH:26]=[CH:25][C:24]([CH2:27][CH:28]([OH:34])[C:29]([O:31][CH2:32][CH3:33])=[O:30])=[CH:23][CH:22]=1)[C:14]1[CH:19]=[CH:18][CH:17]=[CH:16][CH:15]=1.[F:35][C:36]1[CH:41]=[CH:40][C:39](O)=[CH:38][CH:37]=1.C1(P(C2C=CC=CC=2)C2C=CC=CC=2)C=CC=CC=1, predict the reaction product. The product is: [CH2:13]([O:20][C:21]1[CH:26]=[CH:25][C:24]([CH2:27][CH:28]([O:34][C:39]2[CH:40]=[CH:41][C:36]([F:35])=[CH:37][CH:38]=2)[C:29]([O:31][CH2:32][CH3:33])=[O:30])=[CH:23][CH:22]=1)[C:14]1[CH:19]=[CH:18][CH:17]=[CH:16][CH:15]=1. (4) Given the reactants I[C:2]1[C:7]([O:8][CH3:9])=[C:6]([N+:10]([O-:12])=[O:11])[CH:5]=[CH:4][C:3]=1[O:13][CH3:14].[C:15]1([CH3:24])[CH:20]=[CH:19][CH:18]=[CH:17][C:16]=1B(O)O.C([O-])([O-])=O.[K+].[K+], predict the reaction product. The product is: [CH3:9][O:8][C:7]1[C:6]([N+:10]([O-:12])=[O:11])=[CH:5][CH:4]=[C:3]([O:13][CH3:14])[C:2]=1[C:16]1[CH:17]=[CH:18][CH:19]=[CH:20][C:15]=1[CH3:24]. (5) Given the reactants [Cl:1][C:2]1[CH:3]=[C:4]([N:12]([C@H:15]2[CH2:20][CH2:19][C@H:18]([N:21]([CH3:23])[CH3:22])[CH2:17][CH2:16]2)[CH2:13][CH3:14])[C:5]([CH3:11])=[C:6]([CH:10]=1)[C:7]([OH:9])=O.[Cl:24][C:25]1[C:30]([CH2:31][NH2:32])=[C:29]([Cl:33])[CH:28]=[C:27]([CH3:34])[N:26]=1.C1CN([P+](ON2N=NC3C=CC=CC2=3)(N2CCCC2)N2CCCC2)CC1.F[P-](F)(F)(F)(F)F.C(N(CC)CC)C, predict the reaction product. The product is: [Cl:1][C:2]1[CH:3]=[C:4]([N:12]([C@H:15]2[CH2:16][CH2:17][C@H:18]([N:21]([CH3:23])[CH3:22])[CH2:19][CH2:20]2)[CH2:13][CH3:14])[C:5]([CH3:11])=[C:6]([CH:10]=1)[C:7]([NH:32][CH2:31][C:30]1[C:25]([Cl:24])=[N:26][C:27]([CH3:34])=[CH:28][C:29]=1[Cl:33])=[O:9].